Dataset: Full USPTO retrosynthesis dataset with 1.9M reactions from patents (1976-2016). Task: Predict the reactants needed to synthesize the given product. (1) Given the product [N:7]([C:6]1[CH:1]=[CH:2][C:3]2[O:10][C:9]([F:11])([F:12])[O:8][C:4]=2[CH:5]=1)=[C:14]=[S:15], predict the reactants needed to synthesize it. The reactants are: [CH:1]1[C:6]([NH2:7])=[CH:5][C:4]2[O:8][C:9]([F:12])([F:11])[O:10][C:3]=2[CH:2]=1.Cl.[C:14](Cl)(Cl)=[S:15].ClCCl. (2) Given the product [F:21][C:16]1[CH:15]=[C:14]([CH:19]=[C:18]([F:20])[CH:17]=1)[CH2:13][NH:12][C:4]1[CH:3]=[C:2]([C:34]2[C:35]3[C:36](=[N:37][CH:38]=[CH:39][CH:40]=3)[N:32]([S:29]([C:26]3[CH:27]=[CH:28][C:23]([CH3:22])=[CH:24][CH:25]=3)(=[O:31])=[O:30])[CH:33]=2)[N:7]=[CH:6][C:5]=1[CH2:8][C:9]([NH2:11])=[O:10], predict the reactants needed to synthesize it. The reactants are: Cl[C:2]1[N:7]=[CH:6][C:5]([CH2:8][C:9]([NH2:11])=[O:10])=[C:4]([NH:12][CH2:13][C:14]2[CH:19]=[C:18]([F:20])[CH:17]=[C:16]([F:21])[CH:15]=2)[CH:3]=1.[CH3:22][C:23]1[CH:28]=[CH:27][C:26]([S:29]([N:32]2[C:36]3=[N:37][CH:38]=[CH:39][CH:40]=[C:35]3[C:34](B(O)O)=[CH:33]2)(=[O:31])=[O:30])=[CH:25][CH:24]=1.C(=O)([O-])[O-].[Na+].[Na+]. (3) Given the product [Cl:1][C:2]1[CH:3]=[C:4]([C:8]2[CH:16]=[CH:15][CH:14]=[C:13]3[C:9]=2[CH2:10][C:11](=[O:40])[NH:12]3)[CH:5]=[CH:6][CH:7]=1, predict the reactants needed to synthesize it. The reactants are: [Cl:1][C:2]1[CH:3]=[C:4]([C:8]2[CH:16]=[CH:15][CH:14]=[C:13]3[C:9]=2[CH:10]=[CH:11][NH:12]3)[CH:5]=[CH:6][CH:7]=1.[Br-].[Br-].[Br-].[NH+]1C=CC=CC=1.[NH+]1C=CC=CC=1.[NH+]1C=CC=CC=1.C(O)(=[O:40])C. (4) Given the product [Cl:17][C:18]1[CH:19]=[C:20]([NH:24][C:25]([N:12]2[CH:13]([CH3:15])[CH2:14][C:9]3[NH:8][N:7]=[C:6]([C:4]([N:3]([O:2][CH3:1])[CH3:16])=[O:5])[C:10]=3[CH2:11]2)=[O:26])[CH:21]=[CH:22][CH:23]=1, predict the reactants needed to synthesize it. The reactants are: [CH3:1][O:2][N:3]([CH3:16])[C:4]([C:6]1[C:10]2[CH2:11][NH:12][CH:13]([CH3:15])[CH2:14][C:9]=2[NH:8][N:7]=1)=[O:5].[Cl:17][C:18]1[CH:19]=[C:20]([NH:24][C:25](=O)[O:26]C2C=CC=CC=2)[CH:21]=[CH:22][CH:23]=1.O. (5) Given the product [CH:1]1([CH2:4][CH:5]([C:9]2[CH:14]=[CH:13][C:12]([C:15]3[CH:16]=[CH:17][C:18]([C:21]([F:22])([F:23])[F:24])=[CH:19][CH:20]=3)=[CH:11][CH:10]=2)[NH2:6])[CH2:3][CH2:2]1, predict the reactants needed to synthesize it. The reactants are: [CH:1]1(/[CH:4]=[C:5](/[C:9]2[CH:14]=[CH:13][C:12]([C:15]3[CH:20]=[CH:19][C:18]([C:21]([F:24])([F:23])[F:22])=[CH:17][CH:16]=3)=[CH:11][CH:10]=2)\[N+:6]([O-])=O)[CH2:3][CH2:2]1. (6) Given the product [N:3]1[CH:4]=[C:5]2[C:9]([N:8]=[CH:7][NH:6]2)=[N:10][CH:2]=1, predict the reactants needed to synthesize it. The reactants are: Cl[C:2]1[N:10]=[C:9]2[C:5]([NH:6][CH:7]=[N:8]2)=[C:4](Cl)[N:3]=1.C(OCC)(=O)C.O1C=CCCC1.N1CCCCC1. (7) Given the product [OH:28][C@H:29]([CH2:30][O:31][C:32]1[C:40]2[NH:39][C:38](=[O:41])[NH:37][C:36]=2[CH:35]=[CH:34][CH:33]=1)[CH2:42][NH:43][CH:2]1[CH2:7][CH2:6][N:5]([C:8]2[CH:13]=[CH:12][C:11]([NH:14][S:15]([C:18]3[CH:19]=[CH:20][C:21]([NH:24][C:25](=[O:27])[CH3:26])=[CH:22][CH:23]=3)(=[O:16])=[O:17])=[CH:10][CH:9]=2)[CH2:4][CH2:3]1, predict the reactants needed to synthesize it. The reactants are: O=[C:2]1[CH2:7][CH2:6][N:5]([C:8]2[CH:13]=[CH:12][C:11]([NH:14][S:15]([C:18]3[CH:23]=[CH:22][C:21]([NH:24][C:25](=[O:27])[CH3:26])=[CH:20][CH:19]=3)(=[O:17])=[O:16])=[CH:10][CH:9]=2)[CH2:4][CH2:3]1.[OH:28][C@@H:29]([CH2:42][NH2:43])[CH2:30][O:31][C:32]1[C:40]2[NH:39][C:38](=[O:41])[NH:37][C:36]=2[CH:35]=[CH:34][CH:33]=1.